This data is from Forward reaction prediction with 1.9M reactions from USPTO patents (1976-2016). The task is: Predict the product of the given reaction. (1) Given the reactants COC1C=CC(C[CH:8]([C:12]2[CH:17]=[CH:16][CH:15]=[C:14]([CH2:18][CH2:19][NH:20][C:21]([CH:23]3[C:32]4[C:27](=[CH:28][CH:29]=[CH:30][CH:31]=4)[C:26](=[O:33])[N:25]([CH:34]4[CH2:39][CH2:38][CH2:37][CH2:36][CH:35]4[OH:40])[CH:24]3[C:41]3[CH:46]=[CH:45][C:44]([Cl:47])=[CH:43][C:42]=3[Cl:48])=[O:22])[CH:13]=2)[C:9]([O-:11])=[O:10])=CC=1.FC(F)(F)C(O)=O, predict the reaction product. The product is: [Cl:48][C:42]1[CH:43]=[C:44]([Cl:47])[CH:45]=[CH:46][C:41]=1[CH:24]1[CH:23]([C:21]([NH:20][CH2:19][CH2:18][C:14]2[CH:13]=[C:12]([CH2:8][C:9]([OH:11])=[O:10])[CH:17]=[CH:16][CH:15]=2)=[O:22])[C:32]2[C:27](=[CH:28][CH:29]=[CH:30][CH:31]=2)[C:26](=[O:33])[N:25]1[CH:34]1[CH2:39][CH2:38][CH2:37][CH2:36][CH:35]1[OH:40]. (2) Given the reactants [Br:1]Br.[CH3:3][O:4][C:5]([C:7]1[C:12](N)=[N:11][CH:10]=[CH:9][N:8]=1)=[O:6].Br.N([O-])=O.[Na+].C([O-])(O)=O.[Na+], predict the reaction product. The product is: [CH3:3][O:4][C:5]([C:7]1[C:12]([Br:1])=[N:11][CH:10]=[CH:9][N:8]=1)=[O:6]. (3) Given the reactants CCN(C(C)C)C(C)C.[CH3:10][O:11][C:12]1[CH:13]=[CH:14][CH:15]=[C:16]2[C:21]=1[O:20][C:19](=[O:22])[C:18]([C:23]([OH:25])=O)=[CH:17]2.CN(C(ON1N=NC2C=CC=NC1=2)=[N+](C)C)C.F[P-](F)(F)(F)(F)F.[O:50]1[C:55]2[CH:56]=[CH:57][C:58]([C:60]3[CH:61]=[C:62]([NH2:66])[CH:63]=[CH:64][CH:65]=3)=[CH:59][C:54]=2[O:53][CH2:52][CH2:51]1, predict the reaction product. The product is: [O:50]1[C:55]2[CH:56]=[CH:57][C:58]([C:60]3[CH:61]=[C:62]([NH:66][C:23]([C:18]4[C:19](=[O:22])[O:20][C:21]5[C:16]([CH:17]=4)=[CH:15][CH:14]=[CH:13][C:12]=5[O:11][CH3:10])=[O:25])[CH:63]=[CH:64][CH:65]=3)=[CH:59][C:54]=2[O:53][CH2:52][CH2:51]1. (4) The product is: [NH2:41][C:42]1[S:46][C:45]([C:47]2[C:48]([F:54])=[CH:49][CH:50]=[CH:51][C:52]=2[F:53])=[N:44][C:43]=1[C:55]([NH:58][C:59]1[CH:60]=[N:61][N:62]([CH3:78])[C:63]=1[N:64]1[CH2:69][CH2:68][NH:67][CH2:66][C@H:65]1[CH3:77])=[O:57]. Given the reactants C1CN([P+](ON2N=NC3C=CC=CC2=3)(N2CCCC2)N2CCCC2)CC1.F[P-](F)(F)(F)(F)F.C(OC([NH:41][C:42]1[S:46][C:45]([C:47]2[C:52]([F:53])=[CH:51][CH:50]=[CH:49][C:48]=2[F:54])=[N:44][C:43]=1[C:55]([OH:57])=O)=O)(C)(C)C.[NH2:58][C:59]1[CH:60]=[N:61][N:62]([CH3:78])[C:63]=1[N:64]1[CH2:69][CH2:68][N:67](C(OC(C)(C)C)=O)[CH2:66][C@H:65]1[CH3:77].CCN(C(C)C)C(C)C, predict the reaction product. (5) The product is: [CH3:7][C:5]1[S:6][C:2]([C:13]2[CH:18]=[CH:17][CH:16]=[CH:15][CH:14]=2)=[CH:3][C:4]=1[CH:8]=[O:12]. Given the reactants Br[C:2]1[S:6][C:5]([CH3:7])=[C:4]([CH:8]2[O:12]CCO2)[CH:3]=1.[C:13]1(B(O)O)[CH:18]=[CH:17][CH:16]=[CH:15][CH:14]=1.C(=O)([O-])[O-].[Na+].[Na+].[Cl-].[NH4+].Cl, predict the reaction product. (6) Given the reactants O=[C:2]1[CH2:7][CH2:6][N:5]([C:8]2[CH:16]=[CH:15][C:11]([C:12]([OH:14])=O)=[CH:10][CH:9]=2)[CH2:4][CH2:3]1.Cl.CN(C)CCCN=C=NCC.[CH2:29]([O:31][C:32](=[O:39])[CH2:33][NH:34][CH2:35][CH2:36][CH2:37][CH3:38])[CH3:30].CN1CCOCC1.[NH2:47][CH2:48][C@@H:49]([C:51]1[CH:52]=[CH:53][C:54]([OH:62])=[C:55]([NH:57][S:58]([CH3:61])(=[O:60])=[O:59])[CH:56]=1)[OH:50].C(O[BH-](OC(=O)C)OC(=O)C)(=O)C.[Na+].C(=O)(O)[O-].[Na+], predict the reaction product. The product is: [CH2:29]([O:31][C:32](=[O:39])[CH2:33][N:34]([CH2:35][CH2:36][CH2:37][CH3:38])[C:12](=[O:14])[C:11]1[CH:10]=[CH:9][C:8]([N:5]2[CH2:4][CH2:3][CH:2]([NH:47][CH2:48][C@H:49]([OH:50])[C:51]3[CH:52]=[CH:53][C:54]([OH:62])=[C:55]([NH:57][S:58]([CH3:61])(=[O:60])=[O:59])[CH:56]=3)[CH2:7][CH2:6]2)=[CH:16][CH:15]=1)[CH3:30]. (7) Given the reactants CC([O-])(C)C.[K+].[CH2:7]([O:9][C:10](=[O:14])[CH2:11][N+:12]#[C-:13])[CH3:8].[N:15]([C:18]1[CH:19]=[N:20][CH:21]=[CH:22][CH:23]=1)=[C:16]=[S:17], predict the reaction product. The product is: [CH2:7]([O:9][C:10]([C:11]1[N:12]=[CH:13][S:17][C:16]=1[NH:15][C:18]1[CH:19]=[N:20][CH:21]=[CH:22][CH:23]=1)=[O:14])[CH3:8]. (8) The product is: [CH:16]1([C:10]([C:8]2[O:9][C:5]3[CH:4]=[CH:3][C:2]([F:1])=[CH:15][C:6]=3[C:7]=2[CH2:12][O:13][CH3:14])=[O:11])[CH2:21][CH2:20][CH2:19][CH2:18][CH2:17]1. Given the reactants [F:1][C:2]1[CH:3]=[CH:4][C:5]2[O:9][C:8]([CH:10]=[O:11])=[C:7]([CH2:12][O:13][CH3:14])[C:6]=2[CH:15]=1.[CH:16]1([Mg]Br)[CH2:21][CH2:20][CH2:19][CH2:18][CH2:17]1.[Cl-].[NH4+].C[N+]1([O-])CCOCC1, predict the reaction product.